Dataset: Forward reaction prediction with 1.9M reactions from USPTO patents (1976-2016). Task: Predict the product of the given reaction. (1) Given the reactants Cl[C:2]1[C:11]([C@@H:12]([N:14]2C(=O)[C:21]3[C:16](=[CH:17][CH:18]=[CH:19][CH:20]=3)[C:15]2=[O:24])[CH3:13])=[CH:10][C:9]2[C:4](=[CH:5][C:6]([F:25])=[CH:7][CH:8]=2)[N:3]=1.[F:26][C:27]1[CH:28]=[C:29](B(O)O)[CH:30]=[CH:31][CH:32]=1.[C:36](=[O:39])([O-])[O-:37].[Na+].[Na+].N#N, predict the reaction product. The product is: [F:25][C:6]1[CH:5]=[C:4]2[C:9]([CH:10]=[C:11]([C@@H:12]([NH:14][C:15]([C:16]3[CH:21]=[CH:20][CH:19]=[CH:18][C:17]=3[C:36]([OH:37])=[O:39])=[O:24])[CH3:13])[C:2]([C:31]3[CH:30]=[CH:29][CH:28]=[C:27]([F:26])[CH:32]=3)=[N:3]2)=[CH:8][CH:7]=1. (2) Given the reactants [CH3:1][C:2]1[C:3]([CH2:22][N:23]2[CH2:28][CH2:27][CH2:26][CH2:25][CH:24]2[C:29]2[CH:36]=[CH:35][C:32]([C:33]#N)=[CH:31][CH:30]=2)=[C:4]2[C:8](=[C:9]([CH3:11])[CH:10]=1)[N:7](S(C1C=CC(C)=CC=1)(=O)=O)[CH:6]=[CH:5]2.[OH-].[K+].C(O)(=O)C[C:41](CC(O)=O)(C(O)=O)[OH:42].C[Si](C=[N+]=[N-])(C)C.CC[O:61]CC, predict the reaction product. The product is: [CH3:1][C:2]1[C:3]([CH2:22][N:23]2[CH2:28][CH2:27][CH2:26][CH2:25][CH:24]2[C:29]2[CH:36]=[CH:35][C:32]([C:33]([O:42][CH3:41])=[O:61])=[CH:31][CH:30]=2)=[C:4]2[C:8](=[C:9]([CH3:11])[CH:10]=1)[NH:7][CH:6]=[CH:5]2.